From a dataset of Peptide-MHC class I binding affinity with 185,985 pairs from IEDB/IMGT. Regression. Given a peptide amino acid sequence and an MHC pseudo amino acid sequence, predict their binding affinity value. This is MHC class I binding data. (1) The peptide sequence is QFVDINRNNK. The MHC is HLA-A11:01 with pseudo-sequence HLA-A11:01. The binding affinity (normalized) is 0.400. (2) The peptide sequence is QYLAGLSTL. The MHC is Patr-A0701 with pseudo-sequence Patr-A0701. The binding affinity (normalized) is 0.724. (3) The peptide sequence is IAQLNRPAM. The MHC is HLA-A30:01 with pseudo-sequence HLA-A30:01. The binding affinity (normalized) is 0.300. (4) The peptide sequence is DENQMIHAY. The MHC is HLA-B44:03 with pseudo-sequence HLA-B44:03. The binding affinity (normalized) is 0.917. (5) The peptide sequence is YMRERFEPM. The MHC is HLA-B08:01 with pseudo-sequence HLA-B08:01. The binding affinity (normalized) is 0.706. (6) The peptide sequence is HSPAYPTL. The MHC is H-2-Kb with pseudo-sequence H-2-Kb. The binding affinity (normalized) is 0.729. (7) The MHC is HLA-A01:01 with pseudo-sequence HLA-A01:01. The peptide sequence is WQLGTRWRY. The binding affinity (normalized) is 0.0847. (8) The peptide sequence is AWETARHTPV. The binding affinity (normalized) is 0.459. The MHC is Patr-A0901 with pseudo-sequence Patr-A0901. (9) The binding affinity (normalized) is 0.482. The MHC is HLA-A11:01 with pseudo-sequence HLA-A11:01. The peptide sequence is AMSCDFNGGK. (10) The peptide sequence is FLSTLPSDV. The MHC is HLA-A02:01 with pseudo-sequence HLA-A02:01. The binding affinity (normalized) is 0.599.